Dataset: hERG potassium channel inhibition data for cardiac toxicity prediction from Karim et al.. Task: Regression/Classification. Given a drug SMILES string, predict its toxicity properties. Task type varies by dataset: regression for continuous values (e.g., LD50, hERG inhibition percentage) or binary classification for toxic/non-toxic outcomes (e.g., AMES mutagenicity, cardiotoxicity, hepatotoxicity). Dataset: herg_karim. The drug is COc1ccc(OC)c(Cc2nc3ccccc3n2CC(=O)Nc2cc(C(C)(C)C)cc(C(C)(C)C)c2)c1. The result is 1 (blocker).